Dataset: Peptide-MHC class II binding affinity with 134,281 pairs from IEDB. Task: Regression. Given a peptide amino acid sequence and an MHC pseudo amino acid sequence, predict their binding affinity value. This is MHC class II binding data. The peptide sequence is TFTMRLLSPVRVPNY. The MHC is DRB1_0101 with pseudo-sequence DRB1_0101. The binding affinity (normalized) is 0.707.